This data is from Full USPTO retrosynthesis dataset with 1.9M reactions from patents (1976-2016). The task is: Predict the reactants needed to synthesize the given product. (1) The reactants are: C[O:2][C:3]1[CH:8]=[C:7]([O:9]C)[CH:6]=[CH:5][C:4]=1[N:11]1[C:15]([CH3:16])=[CH:14][C:13]([CH3:17])=[N:12]1.B(Br)(Br)Br.O.[OH-].[Na+]. Given the product [CH3:17][C:13]1[CH:14]=[C:15]([CH3:16])[N:11]([C:4]2[CH:5]=[CH:6][C:7]([OH:9])=[CH:8][C:3]=2[OH:2])[N:12]=1, predict the reactants needed to synthesize it. (2) Given the product [CH2:6]([N:13]1[CH2:18][CH2:17][C:16]([N:1]2[CH2:5][CH2:4][CH2:3][CH2:2]2)([C:21]#[N:22])[CH2:15][CH2:14]1)[C:7]1[CH:12]=[CH:11][CH:10]=[CH:9][CH:8]=1, predict the reactants needed to synthesize it. The reactants are: [NH:1]1[CH2:5][CH2:4][CH2:3][CH2:2]1.[CH2:6]([N:13]1[CH2:18][CH2:17][C:16](=O)[CH2:15][CH2:14]1)[C:7]1[CH:12]=[CH:11][CH:10]=[CH:9][CH:8]=1.Cl.[C-:21]#[N:22].[K+]. (3) The reactants are: O.[NH2:2][NH2:3].[NH:4]1[C:8]2[CH:9]=[CH:10][CH:11]=[C:12]([N:13]3[C:17]4=[N:18][CH:19]=[N:20][C:21](Cl)=[C:16]4[CH:15]=[N:14]3)[C:7]=2[N:6]=[CH:5]1. Given the product [NH:4]1[C:8]2[CH:9]=[CH:10][CH:11]=[C:12]([N:13]3[C:17]4=[N:18][CH:19]=[N:20][C:21]([NH:2][NH2:3])=[C:16]4[CH:15]=[N:14]3)[C:7]=2[N:6]=[CH:5]1, predict the reactants needed to synthesize it. (4) Given the product [O:13]([C:20]1[CH:21]=[C:22]([NH:23][CH2:2][C:3]2[CH:4]=[C:5]([CH:10]=[CH:11][CH:12]=2)[C:6]([O:8][CH3:9])=[O:7])[CH:24]=[CH:25][CH:26]=1)[C:14]1[CH:15]=[CH:16][CH:17]=[CH:18][CH:19]=1, predict the reactants needed to synthesize it. The reactants are: Br[CH2:2][C:3]1[CH:4]=[C:5]([CH:10]=[CH:11][CH:12]=1)[C:6]([O:8][CH3:9])=[O:7].[O:13]([C:20]1[CH:21]=[C:22]([CH:24]=[CH:25][CH:26]=1)[NH2:23])[C:14]1[CH:19]=[CH:18][CH:17]=[CH:16][CH:15]=1. (5) Given the product [Br:27][C:28]1[N:33]=[C:32]([C:34]([NH:23][C:22]2[CH:21]=[N:20][N:19]([CH3:26])[C:18]=2[C@H:6]2[O:5][CH2:4][C@H:3]([O:2][CH3:1])[C@H:9]([NH:10][C:11](=[O:17])[O:12][C:13]([CH3:16])([CH3:15])[CH3:14])[CH2:8][CH2:7]2)=[O:35])[CH:31]=[CH:30][C:29]=1[F:37], predict the reactants needed to synthesize it. The reactants are: [CH3:1][O:2][C@@H:3]1[C@H:9]([NH:10][C:11](=[O:17])[O:12][C:13]([CH3:16])([CH3:15])[CH3:14])[CH2:8][CH2:7][C@@H:6]([C:18]2[N:19]([CH3:26])[N:20]=[CH:21][C:22]=2[N+:23]([O-])=O)[O:5][CH2:4]1.[Br:27][C:28]1[N:33]=[C:32]([C:34](O)=[O:35])[CH:31]=[CH:30][C:29]=1[F:37]. (6) Given the product [C:1]([O:5][C:6]([N:8]([CH3:43])[C:9]1[N:14]=[C:13]([CH2:15][CH2:16][CH2:17][C:18]2[CH:19]=[C:20]([CH2:23][C@@H:24]([C:36]([O:38][C:39]([CH3:42])([CH3:41])[CH3:40])=[O:37])[NH:25][C:26]([C:28]3[C:33]([Cl:34])=[CH:32][CH:31]=[CH:30][C:29]=3[Cl:35])=[O:27])[S:21][CH:22]=2)[CH:12]=[CH:11][CH:10]=1)=[O:7])([CH3:4])([CH3:3])[CH3:2], predict the reactants needed to synthesize it. The reactants are: [C:1]([O:5][C:6]([N:8]([CH3:43])[C:9]1[N:14]=[C:13]([CH2:15]/[CH:16]=[CH:17]/[C:18]2[CH:19]=[C:20]([CH2:23][C@@H:24]([C:36]([O:38][C:39]([CH3:42])([CH3:41])[CH3:40])=[O:37])[NH:25][C:26]([C:28]3[C:33]([Cl:34])=[CH:32][CH:31]=[CH:30][C:29]=3[Cl:35])=[O:27])[S:21][CH:22]=2)[CH:12]=[CH:11][CH:10]=1)=[O:7])([CH3:4])([CH3:3])[CH3:2]. (7) Given the product [Cl:24][C:25]1[CH:30]=[C:29]([C:7]2[N:6]=[C:5]([C:3]([OH:2])=[O:4])[CH:10]=[CH:9][C:8]=2[N:11]2[CH2:14][C:13]([F:16])([F:15])[CH2:12]2)[CH:28]=[CH:27][CH:26]=1, predict the reactants needed to synthesize it. The reactants are: C[O:2][C:3]([C:5]1[CH:10]=[CH:9][C:8]([N:11]2[CH2:14][C:13]([F:16])([F:15])[CH2:12]2)=[C:7](Cl)[N:6]=1)=[O:4].C(=O)([O-])[O-].[Cs+].[Cs+].[Cl:24][C:25]1[CH:26]=[C:27](B(O)O)[CH:28]=[CH:29][CH:30]=1.